Dataset: Forward reaction prediction with 1.9M reactions from USPTO patents (1976-2016). Task: Predict the product of the given reaction. (1) Given the reactants [Br:1][C:2]1[CH:3]=[N:4][CH:5]=[C:6]([CH:10]=1)[C:7](O)=[O:8].CN1C(=O)CCC1.Cl.[CH3:19][NH:20][O:21][CH3:22].C(Cl)CCl, predict the reaction product. The product is: [Br:1][C:2]1[CH:10]=[C:6]([C:7]([N:20]([O:21][CH3:22])[CH3:19])=[O:8])[CH:5]=[N:4][CH:3]=1. (2) The product is: [CH3:57][C@H:58]1[C@:75]([OH:84])([C:76]([CH2:78][O:79][P:80]([O-:83])([OH:82])=[O:81])=[O:77])[C@:74]2([CH3:85])[C@H:60]([C@H:61]3[C@:71]([F:87])([C@@H:72]([OH:86])[CH2:73]2)[C@:70]2([CH3:88])[C:64](=[CH:65][C:66]([CH:68]=[CH:69]2)=[O:67])[CH2:63][CH2:62]3)[CH2:59]1.[Na+:89]. Given the reactants C(NC(=O)C=C)(C)C.CN(C)CCN(C)C.S(OOS([O-])(=O)=O)([O-])(=O)=O.[NH4+].[NH4+].C[C@H]1[C@](O)(C(CO)=O)[C@]2(C)[C@H]([C@H]3[C@](F)([C@@H](O)C2)[C@]2(C)C(=CC(C=C2)=O)CC3)C1.[CH3:57][C@H:58]1[C@:75]([OH:84])([C:76]([CH2:78][O:79][P:80]([O-:83])([O-:82])=[O:81])=[O:77])[C@:74]2([CH3:85])[C@H:60]([C@H:61]3[C@:71]([F:87])([C@@H:72]([OH:86])[CH2:73]2)[C@:70]2([CH3:88])[C:64](=[CH:65][C:66]([CH:68]=[CH:69]2)=[O:67])[CH2:63][CH2:62]3)[CH2:59]1.[Na+:89].[Na+].S([O-])([O-])(=O)=O.[NH4+].[NH4+].C(N[C@H](C(O)=O)CCCCN)(=O)C=C, predict the reaction product.